Dataset: Catalyst prediction with 721,799 reactions and 888 catalyst types from USPTO. Task: Predict which catalyst facilitates the given reaction. (1) Reactant: [C:1]([C:4]1[NH:5][C:6](=[O:22])[N:7]([CH:9]2[CH2:14][CH2:13][N:12]([C:15]([O:17][C:18]([CH3:21])([CH3:20])[CH3:19])=[O:16])[CH2:11][CH2:10]2)[CH:8]=1)(=O)[NH2:2].P(Cl)(Cl)(Cl)=O. Product: [C:1]([C:4]1[NH:5][C:6](=[O:22])[N:7]([CH:9]2[CH2:10][CH2:11][N:12]([C:15]([O:17][C:18]([CH3:20])([CH3:19])[CH3:21])=[O:16])[CH2:13][CH2:14]2)[CH:8]=1)#[N:2]. The catalyst class is: 17. (2) Reactant: [I:1][C:2]1[CH:7]=[CH:6][CH:5]=[CH:4][C:3]=1[OH:8].C([O-])([O-])=O.[K+].[K+].[C:15]([C:17]1[CH:18]=[C:19]([S:24]([NH:27][C:28]2[S:32][N:31]=[CH:30][N:29]=2)(=[O:26])=[O:25])[CH:20]=[CH:21][C:22]=1F)#[N:16].Cl. The catalyst class is: 3. Product: [C:15]([C:17]1[CH:18]=[C:19]([S:24]([NH:27][C:28]2[S:32][N:31]=[CH:30][N:29]=2)(=[O:26])=[O:25])[CH:20]=[CH:21][C:22]=1[O:8][C:3]1[CH:4]=[CH:5][CH:6]=[CH:7][C:2]=1[I:1])#[N:16].